This data is from Forward reaction prediction with 1.9M reactions from USPTO patents (1976-2016). The task is: Predict the product of the given reaction. (1) Given the reactants [C:1]([O:5][C:6]([N:8]1[CH2:12][CH:11]([C:13]#[N:14])[CH2:10][CH:9]1[C:15]1[NH:16][C:17]([C:20]2[CH:25]=[CH:24][C:23](Br)=[CH:22][CH:21]=2)=[CH:18][N:19]=1)=[O:7])([CH3:4])([CH3:3])[CH3:2].[C:27]([O:31][C:32]([N:34]1[CH2:38][CH2:37][CH2:36][CH:35]1[C:39]1[NH:40][C:41]([C:44]2[CH:53]=[CH:52][C:51]3[C:46](=[CH:47][CH:48]=[C:49](B4OC(C)(C)C(C)(C)O4)[CH:50]=3)[CH:45]=2)=[CH:42][N:43]=1)=[O:33])([CH3:30])([CH3:29])[CH3:28].C([O-])(=O)C.[K+], predict the reaction product. The product is: [C:1]([O:5][C:6]([N:8]1[CH2:12][CH:11]([C:13]#[N:14])[CH2:10][CH:9]1[C:15]1[NH:16][C:17]([C:20]2[CH:25]=[CH:24][C:23]([C:49]3[CH:48]=[CH:47][C:46]4[C:51](=[CH:52][CH:53]=[C:44]([C:41]5[NH:40][C:39]([CH:35]6[CH2:36][CH2:37][CH2:38][N:34]6[C:32]([O:31][C:27]([CH3:30])([CH3:29])[CH3:28])=[O:33])=[N:43][CH:42]=5)[CH:45]=4)[CH:50]=3)=[CH:22][CH:21]=2)=[CH:18][N:19]=1)=[O:7])([CH3:4])([CH3:3])[CH3:2]. (2) Given the reactants CO[C:3](=O)[CH2:4][CH2:5][CH:6]([NH:13][C:14]([O:16]CC1C=CC=CC=1)=O)[C:7]1[CH:12]=[CH:11][CH:10]=[CH:9][CH:8]=1, predict the reaction product. The product is: [C:7]1([CH:6]2[NH:13][C:14](=[O:16])[CH2:3][CH2:4][CH2:5]2)[CH:12]=[CH:11][CH:10]=[CH:9][CH:8]=1.